This data is from Full USPTO retrosynthesis dataset with 1.9M reactions from patents (1976-2016). The task is: Predict the reactants needed to synthesize the given product. (1) Given the product [CH3:13][O:14][C:6]1[CH:7]=[C:2]([Br:1])[C:3]([F:12])=[CH:4][C:5]=1[N+:9]([O-:11])=[O:10], predict the reactants needed to synthesize it. The reactants are: [Br:1][C:2]1[CH:7]=[C:6](F)[C:5]([N+:9]([O-:11])=[O:10])=[CH:4][C:3]=1[F:12].[CH3:13][O-:14].[Na+].CO. (2) Given the product [CH2:1]([O:3][C@@H:4]([CH2:9][C:10]1[CH:15]=[CH:14][C:13]([C:16]2[N:17]([CH3:33])[N:18]=[C:19]([N:21]([CH3:32])[C:22]([NH:24][CH2:25][CH2:26][CH2:27][CH2:28][CH2:29][CH2:30][CH3:31])=[O:23])[N:20]=2)=[CH:12][CH:11]=1)[C:5]([OH:7])=[O:6])[CH3:2], predict the reactants needed to synthesize it. The reactants are: [CH2:1]([O:3][C@@H:4]([CH2:9][C:10]1[CH:15]=[CH:14][C:13]([C:16]2[N:17]([CH3:33])[N:18]=[C:19]([N:21]([CH3:32])[C:22]([NH:24][CH2:25][CH2:26][CH2:27][CH2:28][CH2:29][CH2:30][CH3:31])=[O:23])[N:20]=2)=[CH:12][CH:11]=1)[C:5]([O:7]C)=[O:6])[CH3:2].[OH-].[Li+]. (3) Given the product [CH3:48][C:45]1[S:44][C:43]([C:41]([N:37]2[CH2:36][C:35]3([CH2:49][CH2:50][N:32]([CH2:31][C:28]4[S:29][CH:30]=[C:26]([CH2:25][CH:24]=[O:23])[CH:27]=4)[CH2:33][CH2:34]3)[O:40][CH2:39][CH2:38]2)=[O:42])=[CH:47][CH:46]=1, predict the reactants needed to synthesize it. The reactants are: CC(OI1(OC(C)=O)(OC(C)=O)OC(=O)C2C=CC=CC1=2)=O.[OH:23][CH2:24][CH2:25][C:26]1[CH:27]=[C:28]([CH2:31][N:32]2[CH2:50][CH2:49][C:35]3([O:40][CH2:39][CH2:38][N:37]([C:41]([C:43]4[S:44][C:45]([CH3:48])=[CH:46][CH:47]=4)=[O:42])[CH2:36]3)[CH2:34][CH2:33]2)[S:29][CH:30]=1.FC(F)(F)C(O)=O.S([O-])([O-])(=O)=S.[Na+].[Na+].C(=O)(O)[O-].[Na+].